This data is from Forward reaction prediction with 1.9M reactions from USPTO patents (1976-2016). The task is: Predict the product of the given reaction. Given the reactants [Br:1][C:2]1[CH:7]=[CH:6][C:5]([CH:8]([C:10]2[CH:15]=[CH:14][CH:13]=[CH:12][N:11]=2)[OH:9])=[CH:4][CH:3]=1.[H-].[Na+].Br[CH:19]([CH2:24][CH:25]([CH3:27])[CH3:26])[C:20]([O:22][CH3:23])=[O:21], predict the reaction product. The product is: [Br:1][C:2]1[CH:7]=[CH:6][C:5]([CH:8]([C:10]2[CH:15]=[CH:14][CH:13]=[CH:12][N:11]=2)[O:9][CH:19]([CH2:24][CH:25]([CH3:27])[CH3:26])[C:20]([O:22][CH3:23])=[O:21])=[CH:4][CH:3]=1.